Dataset: Catalyst prediction with 721,799 reactions and 888 catalyst types from USPTO. Task: Predict which catalyst facilitates the given reaction. (1) Reactant: [CH3:1][NH2:2].Cl.[N:4]1[CH:9]=[CH:8][C:7]([CH2:10][CH2:11][S:12](Cl)(=[O:14])=[O:13])=[CH:6][CH:5]=1.C(=O)([O-])O.[Na+]. Product: [CH3:1][NH:2][S:12]([CH2:11][CH2:10][C:7]1[CH:8]=[CH:9][N:4]=[CH:5][CH:6]=1)(=[O:14])=[O:13]. The catalyst class is: 24. (2) Reactant: [F:1][C:2]([F:31])([F:30])[C:3]1[CH:4]=[C:5]([CH:23]=[C:24]([C:26]([F:29])([F:28])[F:27])[CH:25]=1)[CH2:6][O:7][C:8]([N:10]1[CH2:16][CH2:15][CH2:14][N:13]2[N:17]=[C:18]([C:20](O)=[O:21])[CH:19]=[C:12]2[CH2:11]1)=[O:9].CCN(C(C)C)C(C)C.CN([C:44]([O:48][N:49]1N=NC2C=CC=N[C:50]1=2)=[N+](C)C)C.F[P-](F)(F)(F)(F)F.Cl.CNOC. Product: [CH3:44][O:48][N:49]([CH3:50])[C:20]([C:18]1[CH:19]=[C:12]2[CH2:11][N:10]([C:8]([O:7][CH2:6][C:5]3[CH:23]=[C:24]([C:26]([F:29])([F:28])[F:27])[CH:25]=[C:3]([C:2]([F:31])([F:1])[F:30])[CH:4]=3)=[O:9])[CH2:16][CH2:15][CH2:14][N:13]2[N:17]=1)=[O:21]. The catalyst class is: 31. (3) Reactant: Cl[S:2]([N:5]=[C:6]=[O:7])(=[O:4])=[O:3].[CH2:8]([OH:15])[C:9]1[CH:14]=[CH:13][CH:12]=[CH:11][CH:10]=1.[NH2:16][C:17]1[CH:45]=[CH:44][C:20]2[NH:21][C:22]([C:27]3[C:28](=[O:43])[N:29]([NH:38][CH:39]4[CH2:42][CH2:41][CH2:40]4)[C:30]4[C:35]([C:36]=3[OH:37])=[CH:34][CH:33]=[CH:32][CH:31]=4)=[N:23][S:24](=[O:26])(=[O:25])[C:19]=2[CH:18]=1.C(N(CC)CC)C. Product: [CH:39]1([NH:38][N:29]2[C:30]3[C:35](=[CH:34][CH:33]=[CH:32][CH:31]=3)[C:36]([OH:37])=[C:27]([C:22]3[NH:21][C:20]4[CH:44]=[CH:45][C:17]([NH:16][S:2](=[O:4])(=[O:3])[NH:5][C:6]([O:15][CH2:8][C:9]5[CH:14]=[CH:13][CH:12]=[CH:11][CH:10]=5)=[O:7])=[CH:18][C:19]=4[S:24](=[O:26])(=[O:25])[N:23]=3)[C:28]2=[O:43])[CH2:40][CH2:41][CH2:42]1. The catalyst class is: 4. (4) Reactant: [CH2:1]([O:8][C:9]([NH:11][C:12]1[CH:29]=[CH:28][C:15]([O:16][C:17]2[CH:22]=[CH:21][N:20]=[C:19]([C:23]([O:25]CC)=[O:24])[CH:18]=2)=[CH:14][C:13]=1[F:30])=[O:10])[C:2]1[CH:7]=[CH:6][CH:5]=[CH:4][CH:3]=1.[OH-].[Li+].Cl. Product: [CH2:1]([O:8][C:9]([NH:11][C:12]1[CH:29]=[CH:28][C:15]([O:16][C:17]2[CH:22]=[CH:21][N:20]=[C:19]([C:23]([OH:25])=[O:24])[CH:18]=2)=[CH:14][C:13]=1[F:30])=[O:10])[C:2]1[CH:3]=[CH:4][CH:5]=[CH:6][CH:7]=1. The catalyst class is: 40. (5) Product: [F:16][C:13]1[CH:14]=[CH:15][C:10]([C:6]2[C:5]3[N:4]([N:3]=[C:2]([NH:33][C:22]4[CH:23]=[CH:24][C:25]([C:26]5[CH:31]=[CH:30][N:29]=[C:28]([CH3:32])[CH:27]=5)=[C:20]([O:19][CH3:18])[CH:21]=4)[N:17]=3)[CH:9]=[CH:8][CH:7]=2)=[CH:11][CH:12]=1. Reactant: Br[C:2]1[N:17]=[C:5]2[C:6]([C:10]3[CH:15]=[CH:14][C:13]([F:16])=[CH:12][CH:11]=3)=[CH:7][CH:8]=[CH:9][N:4]2[N:3]=1.[CH3:18][O:19][C:20]1[CH:21]=[C:22]([NH2:33])[CH:23]=[CH:24][C:25]=1[C:26]1[CH:31]=[CH:30][N:29]=[C:28]([CH3:32])[CH:27]=1.[O-]C1C=CC=CC=1.[Na+].C1(P(C2C=CC=CC=2)C2C3OC4C(=CC=CC=4P(C4C=CC=CC=4)C4C=CC=CC=4)C(C)(C)C=3C=CC=2)C=CC=CC=1. The catalyst class is: 12. (6) Reactant: Cl[C:2]1[C:7]([N+:8]([O-:10])=[O:9])=[CH:6][CH:5]=[CH:4][N:3]=1.[NH:11]1[CH2:16][CH2:15][CH:14]([C:17]([O:19][CH3:20])=[O:18])[CH2:13][CH2:12]1.CCN(C(C)C)C(C)C. Product: [N+:8]([C:7]1[C:2]([N:11]2[CH2:16][CH2:15][CH:14]([C:17]([O:19][CH3:20])=[O:18])[CH2:13][CH2:12]2)=[N:3][CH:4]=[CH:5][CH:6]=1)([O-:10])=[O:9]. The catalyst class is: 474. (7) Reactant: [C:1]([O:5][C:6](=[O:29])[NH:7][CH2:8][CH2:9][CH2:10][CH2:11][O:12][C:13]1[CH:18]=[CH:17][CH:16]=[C:15]([O:19][CH2:20][C:21]2[CH:26]=[CH:25][CH:24]=[CH:23][CH:22]=2)[C:14]=1[S:27][CH3:28])([CH3:4])([CH3:3])[CH3:2].C1C=C(Cl)C=C(C(OO)=[O:38])C=1.O. Product: [C:1]([O:5][C:6](=[O:29])[NH:7][CH2:8][CH2:9][CH2:10][CH2:11][O:12][C:13]1[CH:18]=[CH:17][CH:16]=[C:15]([O:19][CH2:20][C:21]2[CH:26]=[CH:25][CH:24]=[CH:23][CH:22]=2)[C:14]=1[S:27]([CH3:28])=[O:38])([CH3:4])([CH3:3])[CH3:2]. The catalyst class is: 2.